This data is from Reaction yield outcomes from USPTO patents with 853,638 reactions. The task is: Predict the reaction yield, written as a fraction of the theoretical maximum amount of product (1.0 means a 100% yield; for example, 0.34 means a 34% yield). (1) The reactants are Br[C:2]1[C:3]([N:31]2[CH2:35][CH2:34][C@@H:33]([NH:36][C:37](=[O:43])[O:38][C:39]([CH3:42])([CH3:41])[CH3:40])[CH2:32]2)=[N:4][C:5]([C:8]2[C:16]3[C:11](=[CH:12][N:13]=[C:14]([C:17]4[CH:18]=[N:19][CH:20]=[CH:21][CH:22]=4)[CH:15]=3)[N:10]([CH2:23][O:24][CH2:25][CH2:26][Si:27]([CH3:30])([CH3:29])[CH3:28])[N:9]=2)=[CH:6][CH:7]=1.[CH3:44]B(O)O.C([O-])(=O)C.[K+].O. The catalyst is C(=O)([O-])[O-].[Na+].[Na+].C1C=CC(P(C2C=CC=CC=2)[C-]2C=CC=C2)=CC=1.C1C=CC(P(C2C=CC=CC=2)[C-]2C=CC=C2)=CC=1.Cl[Pd]Cl.[Fe+2].C(#N)C. The product is [CH3:44][C:2]1[C:3]([N:31]2[CH2:35][CH2:34][C@@H:33]([NH:36][C:37](=[O:43])[O:38][C:39]([CH3:42])([CH3:41])[CH3:40])[CH2:32]2)=[N:4][C:5]([C:8]2[C:16]3[C:11](=[CH:12][N:13]=[C:14]([C:17]4[CH:18]=[N:19][CH:20]=[CH:21][CH:22]=4)[CH:15]=3)[N:10]([CH2:23][O:24][CH2:25][CH2:26][Si:27]([CH3:28])([CH3:30])[CH3:29])[N:9]=2)=[CH:6][CH:7]=1. The yield is 0.390. (2) The reactants are [H-].[Na+].[Br:3][C:4]1[CH:5]=[C:6]([CH:14]=O)[C:7]2[C:12]([CH:13]=1)=[CH:11][CH:10]=[CH:9][CH:8]=2.[CH2:16]1COCC1. The catalyst is [Br-].C[P+](C1C=CC=CC=1)(C1C=CC=CC=1)C1C=CC=CC=1.CCOCC. The product is [Br:3][C:4]1[CH:5]=[C:6]([CH:14]=[CH2:16])[C:7]2[C:12]([CH:13]=1)=[CH:11][CH:10]=[CH:9][CH:8]=2. The yield is 0.510.